From a dataset of Full USPTO retrosynthesis dataset with 1.9M reactions from patents (1976-2016). Predict the reactants needed to synthesize the given product. Given the product [NH2:23][C:19]([C:14]1[CH:15]=[C:16]2[C:11](=[CH:12][CH:13]=1)[N:10]=[C:9]([O:8][CH2:1][CH2:2][CH2:3][CH2:4][CH2:5][CH2:6][CH3:7])[CH:18]=[CH:17]2)([CH3:22])[CH2:20][OH:21], predict the reactants needed to synthesize it. The reactants are: [CH2:1]([O:8][C:9]1[CH:18]=[CH:17][C:16]2[C:11](=[CH:12][CH:13]=[C:14]([C:19]([N+:23]([O-])=O)([CH3:22])[CH2:20][OH:21])[CH:15]=2)[N:10]=1)[CH2:2][CH2:3][CH2:4][CH2:5][CH2:6][CH3:7].C(=O)([O-])[O-].[Na+].[Na+].